This data is from Catalyst prediction with 721,799 reactions and 888 catalyst types from USPTO. The task is: Predict which catalyst facilitates the given reaction. (1) Reactant: [F:1][C:2]1[CH:10]=[CH:9][C:5]([C:6](Cl)=[O:7])=[CH:4][C:3]=1[CH3:11].[NH3:12]. Product: [F:1][C:2]1[CH:10]=[CH:9][C:5]([C:6]([NH2:12])=[O:7])=[CH:4][C:3]=1[CH3:11]. The catalyst class is: 1. (2) Reactant: [CH3:1][NH:2][C:3]1[CH:8]=[CH:7][CH:6]=[CH:5][N:4]=1.[I:9]Cl.S([O-])([O-])=O.[Na+].[Na+]. Product: [CH3:1][NH:2][C:3]1[CH:8]=[CH:7][C:6]([I:9])=[CH:5][N:4]=1. The catalyst class is: 4. (3) Reactant: [Br:1][C:2]1[N:3]=[C:4]2[C:9](Cl)=[C:8]([C:11]([NH2:13])=[O:12])[CH:7]=[N:6][N:5]2[CH:14]=1.[NH2:15][C@H:16]1[C@@H:20]([CH3:21])[CH2:19][N:18]([C:22]([O:24][CH2:25][C:26]2[CH:31]=[CH:30][CH:29]=[CH:28][CH:27]=2)=[O:23])[CH2:17]1.CCN(C(C)C)C(C)C. Product: [Br:1][C:2]1[N:3]=[C:4]2[C:9]([NH:15][C@H:16]3[C@@H:20]([CH3:21])[CH2:19][N:18]([C:22]([O:24][CH2:25][C:26]4[CH:31]=[CH:30][CH:29]=[CH:28][CH:27]=4)=[O:23])[CH2:17]3)=[C:8]([C:11](=[O:12])[NH2:13])[CH:7]=[N:6][N:5]2[CH:14]=1. The catalyst class is: 3. (4) The catalyst class is: 10. Reactant: Cl.Cl.[F:3][C:4]1[CH:9]=[CH:8][C:7]([C:10]2[C:11]([N:16]3[CH2:21][CH2:20][NH:19][CH2:18][CH2:17]3)=[N:12][CH:13]=[CH:14][N:15]=2)=[CH:6][CH:5]=1.C(=O)([O-])[O-].[K+].[K+].[I-].[K+].Br[CH2:31][CH2:32][C:33]1[C:34]([CH3:39])=[N:35][NH:36][C:37]=1[CH3:38]. Product: [CH3:39][C:34]1[C:33]([CH2:32][CH2:31][N:19]2[CH2:18][CH2:17][N:16]([C:11]3[C:10]([C:7]4[CH:8]=[CH:9][C:4]([F:3])=[CH:5][CH:6]=4)=[N:15][CH:14]=[CH:13][N:12]=3)[CH2:21][CH2:20]2)=[C:37]([CH3:38])[NH:36][N:35]=1. (5) Reactant: C([O-])([O-])=O.[K+].[K+].[OH:7][C:8]1[CH:16]=[CH:15][C:14]([CH:17]([CH3:19])[CH3:18])=[CH:13][C:9]=1[C:10]([OH:12])=[O:11].Br[CH2:21][C:22]1[CH:27]=[CH:26][CH:25]=[CH:24][CH:23]=1. Product: [CH3:18][CH:17]([C:14]1[CH:15]=[CH:16][C:8]([O:7][CH2:10][C:9]2[CH:13]=[CH:14][CH:15]=[CH:16][CH:8]=2)=[C:9]([CH:13]=1)[C:10]([O:12][CH2:21][C:22]1[CH:27]=[CH:26][CH:25]=[CH:24][CH:23]=1)=[O:11])[CH3:19]. The catalyst class is: 21.